From a dataset of Merck oncology drug combination screen with 23,052 pairs across 39 cell lines. Regression. Given two drug SMILES strings and cell line genomic features, predict the synergy score measuring deviation from expected non-interaction effect. (1) Drug 2: Cc1nc(Nc2ncc(C(=O)Nc3c(C)cccc3Cl)s2)cc(N2CCN(CCO)CC2)n1. Synergy scores: synergy=-1.56. Cell line: SW620. Drug 1: CS(=O)(=O)CCNCc1ccc(-c2ccc3ncnc(Nc4ccc(OCc5cccc(F)c5)c(Cl)c4)c3c2)o1. (2) Drug 1: Cn1nnc2c(C(N)=O)ncn2c1=O. Drug 2: CCc1cnn2c(NCc3ccc[n+]([O-])c3)cc(N3CCCCC3CCO)nc12. Cell line: NCIH2122. Synergy scores: synergy=-2.27. (3) Drug 1: C#Cc1cccc(Nc2ncnc3cc(OCCOC)c(OCCOC)cc23)c1. Drug 2: Cn1cc(-c2cnn3c(N)c(Br)c(C4CCCNC4)nc23)cn1. Cell line: MSTO. Synergy scores: synergy=-7.71. (4) Drug 1: O=P1(N(CCCl)CCCl)NCCCO1. Drug 2: O=C(O)C1(Cc2cccc(Nc3nccs3)n2)CCC(Oc2cccc(Cl)c2F)CC1. Cell line: SKOV3. Synergy scores: synergy=17.3. (5) Drug 1: CN(C)C(=N)N=C(N)N. Drug 2: Cn1nnc2c(C(N)=O)ncn2c1=O. Cell line: NCIH460. Synergy scores: synergy=-9.90.